From a dataset of Forward reaction prediction with 1.9M reactions from USPTO patents (1976-2016). Predict the product of the given reaction. (1) Given the reactants [CH3:1][C:2]([C:8]1[CH:13]=[CH:12][C:11]([CH3:14])=[CH:10][CH:9]=1)([CH3:7])[C:3]([O:5][CH3:6])=[O:4].C1C(=O)N([Br:22])C(=O)C1, predict the reaction product. The product is: [Br:22][CH2:14][C:11]1[CH:10]=[CH:9][C:8]([C:2]([CH3:1])([CH3:7])[C:3]([O:5][CH3:6])=[O:4])=[CH:13][CH:12]=1. (2) Given the reactants [CH3:1][C:2]1[C:10]2[C:5](=[CH:6][CH:7]=[C:8](/[CH:11]=[C:12](/[C:15](=O)[CH3:16])\[C:13]#[N:14])[CH:9]=2)[NH:4][N:3]=1.O[C:19]1[C:23]([CH3:25])([CH3:24])[NH:22][C:21](=[O:26])[CH:20]=1.C([O-])(=O)C.[NH4+:31], predict the reaction product. The product is: [CH3:16][C:15]1[NH:31][C:19]2[C:23]([CH3:25])([CH3:24])[NH:22][C:21](=[O:26])[C:20]=2[CH:11]([C:8]2[CH:9]=[C:10]3[C:5](=[CH:6][CH:7]=2)[NH:4][N:3]=[C:2]3[CH3:1])[C:12]=1[C:13]#[N:14]. (3) Given the reactants [NH2:1][C:2]1[CH:10]=[CH:9][C:5]([C:6]([O-:8])=[O:7])=[C:4](C)[C:3]=1[CH3:12].[OH:13][C:14]1[CH:19]=[C:18]([CH3:20])[O:17][C:16](=O)[CH:15]=1.Cl[C:23]1C=CC=CC=1Cl, predict the reaction product. The product is: [OH:13][C:14]1[CH:19]=[C:18]([CH3:20])[N:1]([C:2]2[CH:10]=[CH:9][C:5]([C:6]([O:8][CH3:23])=[O:7])=[CH:4][C:3]=2[CH3:12])[C:16](=[O:17])[CH:15]=1. (4) Given the reactants [O:1]1[C:5]2[CH:6]=[CH:7][CH:8]=[CH:9][C:4]=2[CH:3]=[C:2]1[C:10]([OH:12])=O.[NH2:13][CH2:14][CH2:15][CH2:16][OH:17], predict the reaction product. The product is: [OH:17][CH2:16][CH2:15][CH2:14][NH:13][C:10]([C:2]1[O:1][C:5]2[CH:6]=[CH:7][CH:8]=[CH:9][C:4]=2[CH:3]=1)=[O:12].